Dataset: Forward reaction prediction with 1.9M reactions from USPTO patents (1976-2016). Task: Predict the product of the given reaction. (1) Given the reactants [N:1]1([C:10]([C@H:12]2[CH2:16][CH2:15][CH2:14][N:13]2[CH2:17][C:18]2[CH:23]=[CH:22][C:21](/[CH:24]=[CH:25]/[C:26]([NH:28][OH:29])=[O:27])=[CH:20][CH:19]=2)=O)[C:9]2[C:4](=[CH:5][CH:6]=[CH:7][CH:8]=2)[CH2:3][CH2:2]1.N1(C([C@@H]2CCCN2CC2C=CC(/C=C/C(NO)=O)=CC=2)=O)C2C(=CC=CC=2)CC1, predict the reaction product. The product is: [N:1]1([CH2:10][C@@H:12]2[CH2:16][CH2:15][CH2:14][N:13]2[CH2:17][C:18]2[CH:19]=[CH:20][C:21](/[CH:24]=[CH:25]/[C:26]([NH:28][OH:29])=[O:27])=[CH:22][CH:23]=2)[C:9]2[C:4](=[CH:5][CH:6]=[CH:7][CH:8]=2)[CH2:3][CH2:2]1. (2) Given the reactants [CH:1]([O:4][C:5]1[CH:13]=[CH:12][C:11]([S:14]([CH3:17])(=[O:16])=[O:15])=[CH:10][C:6]=1[C:7]([OH:9])=O)([CH3:3])[CH3:2].[N:18]1[CH2:21][CH:20]([OH:22])[CH:19]=1, predict the reaction product. The product is: [OH:22][CH:20]1[CH2:21][N:18]([C:7]([C:6]2[CH:10]=[C:11]([S:14]([CH3:17])(=[O:16])=[O:15])[CH:12]=[CH:13][C:5]=2[O:4][CH:1]([CH3:2])[CH3:3])=[O:9])[CH2:19]1.